This data is from NCI-60 drug combinations with 297,098 pairs across 59 cell lines. The task is: Regression. Given two drug SMILES strings and cell line genomic features, predict the synergy score measuring deviation from expected non-interaction effect. (1) Drug 1: CCC1=CC2CC(C3=C(CN(C2)C1)C4=CC=CC=C4N3)(C5=C(C=C6C(=C5)C78CCN9C7C(C=CC9)(C(C(C8N6C)(C(=O)OC)O)OC(=O)C)CC)OC)C(=O)OC.C(C(C(=O)O)O)(C(=O)O)O. Drug 2: C#CCC(CC1=CN=C2C(=N1)C(=NC(=N2)N)N)C3=CC=C(C=C3)C(=O)NC(CCC(=O)O)C(=O)O. Cell line: CAKI-1. Synergy scores: CSS=25.8, Synergy_ZIP=-3.99, Synergy_Bliss=-0.364, Synergy_Loewe=1.29, Synergy_HSA=0.416. (2) Drug 1: CC12CCC(CC1=CCC3C2CCC4(C3CC=C4C5=CN=CC=C5)C)O. Drug 2: C1=CC(=C2C(=C1NCCNCCO)C(=O)C3=C(C=CC(=C3C2=O)O)O)NCCNCCO. Cell line: MOLT-4. Synergy scores: CSS=82.6, Synergy_ZIP=9.51, Synergy_Bliss=9.35, Synergy_Loewe=-16.7, Synergy_HSA=10.1.